Dataset: Forward reaction prediction with 1.9M reactions from USPTO patents (1976-2016). Task: Predict the product of the given reaction. (1) The product is: [F:15][C:16]1[CH:17]=[C:18]([S:23]([NH:1][C:4]2[CH:13]=[CH:12][CH:11]=[C:10]3[C:5]=2[CH:6]=[CH:7][C:8]([NH:35][C:31]2[CH:32]=[CH:33][CH:34]=[C:29]([O:28][CH3:27])[CH:30]=2)=[N:9]3)(=[O:25])=[O:24])[CH:19]=[C:20]([F:22])[CH:21]=1. Given the reactants [N+:1]([C:4]1[CH:13]=[CH:12][CH:11]=[C:10]2[C:5]=1[CH:6]=[CH:7][C:8](Cl)=[N:9]2)([O-])=O.[F:15][C:16]1[CH:17]=[C:18]([S:23](Cl)(=[O:25])=[O:24])[CH:19]=[C:20]([F:22])[CH:21]=1.[CH3:27][O:28][C:29]1[CH:34]=[CH:33][CH:32]=[C:31]([NH2:35])[CH:30]=1, predict the reaction product. (2) The product is: [F:36][C:37]([F:42])([F:41])[C:38]([OH:40])=[O:39].[Cl:19][C:15]1[C:14]([F:20])=[C:13]([CH:12]2[C:11]([C:23]3[C:28]([F:29])=[CH:27][C:26]([Cl:30])=[CH:25][N:24]=3)([C:21]#[N:22])[CH:10]([CH2:31][C:32]([CH3:35])([CH3:33])[CH3:34])[NH:9][CH:8]2[C:6]([OH:7])=[O:5])[CH:18]=[CH:17][CH:16]=1. Given the reactants C([O:5][C:6]([CH:8]1[CH:12]([C:13]2[CH:18]=[CH:17][CH:16]=[C:15]([Cl:19])[C:14]=2[F:20])[C:11]([C:23]2[C:28]([F:29])=[CH:27][C:26]([Cl:30])=[CH:25][N:24]=2)([C:21]#[N:22])[CH:10]([CH2:31][C:32]([CH3:35])([CH3:34])[CH3:33])[NH:9]1)=[O:7])(C)(C)C.[F:36][C:37]([F:42])([F:41])[C:38]([OH:40])=[O:39], predict the reaction product. (3) The product is: [Br:1][C:2]1[N:3]([CH2:17][O:18][CH2:19][CH2:20][Si:21]([CH3:22])([CH3:23])[CH3:24])[N:4]=[C:5]2[C:10]=1[CH:9]=[C:8]([C:11]([F:13])([F:12])[F:14])[CH:7]=[C:6]2[CH2:15][O:25][CH2:26][C:27]1([C:40]2[CH:41]=[CH:42][CH:43]=[CH:44][CH:45]=2)[CH2:32][CH2:31][N:30]([C:33]([O:35][C:36]([CH3:38])([CH3:39])[CH3:37])=[O:34])[CH2:29][CH2:28]1. Given the reactants [Br:1][C:2]1[N:3]([CH2:17][O:18][CH2:19][CH2:20][Si:21]([CH3:24])([CH3:23])[CH3:22])[N:4]=[C:5]2[C:10]=1[CH:9]=[C:8]([C:11]([F:14])([F:13])[F:12])[CH:7]=[C:6]2[CH2:15]Br.[OH:25][CH2:26][C:27]1([C:40]2[CH:45]=[CH:44][CH:43]=[CH:42][CH:41]=2)[CH2:32][CH2:31][N:30]([C:33]([O:35][C:36]([CH3:39])([CH3:38])[CH3:37])=[O:34])[CH2:29][CH2:28]1.[H-].[Na+], predict the reaction product. (4) Given the reactants [Cl:1][C:2]1[CH:7]=[CH:6][C:5]([CH:8]([C:37]2[CH:42]=[CH:41][C:40]([Cl:43])=[CH:39][CH:38]=2)[C:9]2[CH:10]=[C:11]3[C:16](=[CH:17][CH:18]=2)[N:15]=[C:14]([O:19][CH2:20][CH2:21][CH2:22][CH2:23][OH:24])[N:13]=[C:12]3[NH:25][CH2:26][C:27]2[CH:32]=[CH:31][C:30]([C:33]([F:36])([F:35])[F:34])=[CH:29][CH:28]=2)=[CH:4][CH:3]=1.C1C=C[NH+]=CC=1.C1C=C[NH+]=CC=1.[O-:56][Cr](O[Cr]([O-])(=O)=O)(=O)=O, predict the reaction product. The product is: [Cl:43][C:40]1[CH:39]=[CH:38][C:37]([CH:8]([C:5]2[CH:4]=[CH:3][C:2]([Cl:1])=[CH:7][CH:6]=2)[C:9]2[CH:10]=[C:11]3[C:16](=[CH:17][CH:18]=2)[N:15]=[C:14]([O:19][CH2:20][CH2:21][CH2:22][C:23]([OH:56])=[O:24])[N:13]=[C:12]3[NH:25][CH2:26][C:27]2[CH:32]=[CH:31][C:30]([C:33]([F:36])([F:35])[F:34])=[CH:29][CH:28]=2)=[CH:42][CH:41]=1. (5) Given the reactants [Cl:1][C:2]1[N:7]=[C:6](Cl)[C:5]([F:9])=[CH:4][N:3]=1.[F:10][C:11]([F:21])([F:20])[S:12][C:13]1[CH:14]=[C:15]([CH:17]=[CH:18][CH:19]=1)[NH2:16], predict the reaction product. The product is: [Cl:1][C:2]1[N:7]=[C:6]([NH:16][C:15]2[CH:17]=[CH:18][CH:19]=[C:13]([S:12][C:11]([F:21])([F:10])[F:20])[CH:14]=2)[C:5]([F:9])=[CH:4][N:3]=1.